From a dataset of Reaction yield outcomes from USPTO patents with 853,638 reactions. Predict the reaction yield, written as a fraction of the theoretical maximum amount of product (1.0 means a 100% yield; for example, 0.34 means a 34% yield). The reactants are [NH:1]1[CH2:6][CH2:5][O:4][CH2:3][CH2:2]1.[Cl:7][C:8]1[CH:13]=[C:12]([Cl:14])[CH:11]=[C:10](Cl)[N:9]=1.C(=O)([O-])[O-].[Na+].[Na+]. The catalyst is C(#N)C. The product is [Cl:14][C:12]1[CH:13]=[C:8]([Cl:7])[N:9]=[C:10]([N:1]2[CH2:6][CH2:5][O:4][CH2:3][CH2:2]2)[CH:11]=1. The yield is 0.300.